This data is from Full USPTO retrosynthesis dataset with 1.9M reactions from patents (1976-2016). The task is: Predict the reactants needed to synthesize the given product. (1) Given the product [S:10]([N:20]1[C:24]2[N:25]=[CH:26][C:27]3[N:28]([C:29]([C@@H:32]4[CH2:36][CH2:35][C@@H:34]([NH:37][C:1]5[CH:6]=[CH:5][CH:4]=[CH:3][CH:2]=5)[CH2:33]4)=[N:30][N:31]=3)[C:23]=2[CH:22]=[CH:21]1)([C:13]1[CH:19]=[CH:18][C:16]([CH3:17])=[CH:15][CH:14]=1)(=[O:12])=[O:11], predict the reactants needed to synthesize it. The reactants are: [C:1]1(B(O)O)[CH:6]=[CH:5][CH:4]=[CH:3][CH:2]=1.[S:10]([N:20]1[C:24]2[N:25]=[CH:26][C:27]3[N:28]([C:29]([C@@H:32]4[CH2:36][CH2:35][C@@H:34]([NH2:37])[CH2:33]4)=[N:30][N:31]=3)[C:23]=2[CH:22]=[CH:21]1)([C:13]1[CH:19]=[CH:18][C:16]([CH3:17])=[CH:15][CH:14]=1)(=[O:12])=[O:11].O=O. (2) Given the product [C:1]([O:5][C:6]([NH:8][C@H:9]([C:26]([O:28][CH:29]([CH3:31])[CH3:30])=[O:27])[CH2:10][C:11]1[CH:16]=[CH:15][C:14]([B:17]([OH:21])[OH:18])=[CH:13][CH:12]=1)=[O:7])([CH3:3])([CH3:4])[CH3:2], predict the reactants needed to synthesize it. The reactants are: [C:1]([O:5][C:6]([NH:8][C@H:9]([C:26]([O:28][CH:29]([CH3:31])[CH3:30])=[O:27])[CH2:10][C:11]1[CH:16]=[CH:15][C:14]([B:17]2[O:21]C(C)(C)C(C)(C)[O:18]2)=[CH:13][CH:12]=1)=[O:7])([CH3:4])([CH3:3])[CH3:2].I([O-])(=O)(=O)=O.[Na+].C([O-])(=O)C.[NH4+].O. (3) Given the product [Br:1][C:2]1[CH:3]=[C:4]([F:10])[C:5]([NH2:6])=[C:7]([Cl:18])[C:8]=1[Cl:9], predict the reactants needed to synthesize it. The reactants are: [Br:1][C:2]1[C:8]([Cl:9])=[CH:7][C:5]([NH2:6])=[C:4]([F:10])[CH:3]=1.C1C(=O)N([Cl:18])C(=O)C1. (4) Given the product [CH2:2]1[C:37]2[C:38](=[CH:39][CH:40]=[C:35]([NH:34][C:2]3[N:7]=[C:6]([C:8]4[C:9]([C:17]5[CH:18]=[C:19]([NH:23][C:24](=[O:33])[C:25]6[CH:30]=[CH:29][CH:28]=[CH:27][CH:26]=6)[CH:20]=[CH:21][CH:22]=5)=[N:10][N:11]5[CH:16]=[CH:15][CH:14]=[CH:13][C:12]=45)[CH:5]=[CH:4][N:3]=3)[CH:36]=2)[CH2:5][CH2:4][NH:3]1, predict the reactants needed to synthesize it. The reactants are: Cl[C:2]1[N:7]=[C:6]([C:8]2[C:9]([C:17]3[CH:18]=[C:19]([NH:23][C:24](=[O:33])[C:25]4[C:30](F)=[CH:29][CH:28]=[CH:27][C:26]=4F)[CH:20]=[CH:21][CH:22]=3)=[N:10][N:11]3[CH:16]=[CH:15][CH:14]=[CH:13][C:12]=23)[CH:5]=[CH:4][N:3]=1.[NH2:34][C:35]1[CH:40]=[CH:39][C:38](O)=[C:37](Cl)[CH:36]=1. (5) Given the product [F:16][C:14]1[CH:13]=[N:12][C:11]2[N:20]([CH2:21][C:22]3[CH:27]=[CH:26][C:25]([O:28][CH3:29])=[CH:24][CH:23]=3)[C:6](=[O:33])[O:8][C:9](=[O:30])[C:10]=2[CH:15]=1, predict the reactants needed to synthesize it. The reactants are: C(S)C.[H-].[Na+].[CH2:6]([O:8][C:9](=[O:30])[C:10]1[CH:15]=[C:14]([F:16])[C:13](SCC)=[N:12][C:11]=1[NH:20][CH2:21][C:22]1[CH:27]=[CH:26][C:25]([O:28][CH3:29])=[CH:24][CH:23]=1)C.C([O:33]C(=O)C1C=C(F)C(SCC)=NC=1Cl)C.C(OC(=O)C1C=C(F)C=NC=1NCC1C=CC(OC)=CC=1)C.ClC(OC(Cl)=O)(Cl)Cl. (6) Given the product [C:16]([Si:20]([C:27]1[CH:32]=[CH:31][CH:30]=[CH:29][CH:28]=1)([C:21]1[CH:22]=[CH:23][CH:24]=[CH:25][CH:26]=1)[O:10][CH2:9][CH2:8][C:5]1[CH:4]=[CH:3][C:2]([Cl:1])=[N:7][CH:6]=1)([CH3:19])([CH3:17])[CH3:18], predict the reactants needed to synthesize it. The reactants are: [Cl:1][C:2]1[N:7]=[CH:6][C:5]([CH2:8][CH2:9][OH:10])=[CH:4][CH:3]=1.N1C=CN=C1.[C:16]([Si:20](Cl)([C:27]1[CH:32]=[CH:31][CH:30]=[CH:29][CH:28]=1)[C:21]1[CH:26]=[CH:25][CH:24]=[CH:23][CH:22]=1)([CH3:19])([CH3:18])[CH3:17]. (7) Given the product [O:8]1[C:9]2[CH:14]=[CH:13][CH:12]=[CH:11][C:10]=2[C:6]([C:4](=[O:5])[CH2:16][C:17]2[CH:22]=[CH:21][CH:20]=[CH:19][CH:18]=2)=[N:7]1, predict the reactants needed to synthesize it. The reactants are: CON(C)[C:4]([C:6]1[C:10]2[CH:11]=[CH:12][CH:13]=[CH:14][C:9]=2[O:8][N:7]=1)=[O:5].[CH2:16]([Mg]Cl)[C:17]1[CH:22]=[CH:21][CH:20]=[CH:19][CH:18]=1. (8) Given the product [CH3:22][C:16]1[CH:17]=[C:18]([O:21][S:29]([C:32]([F:35])([F:34])[F:33])(=[O:31])=[O:30])[CH:19]=[CH:20][C:15]=1[CH:10]1[C:11](=[O:14])[CH2:12][CH2:13][N:8]([C:6]([O:5][C:1]([CH3:4])([CH3:3])[CH3:2])=[O:7])[CH2:9]1, predict the reactants needed to synthesize it. The reactants are: [C:1]([O:5][C:6]([N:8]1[CH2:13][CH2:12][C:11](=[O:14])[CH:10]([C:15]2[CH:20]=[CH:19][C:18]([OH:21])=[CH:17][C:16]=2[CH3:22])[CH2:9]1)=[O:7])([CH3:4])([CH3:3])[CH3:2].N1C=CC=CC=1.[S:29](O[S:29]([C:32]([F:35])([F:34])[F:33])(=[O:31])=[O:30])([C:32]([F:35])([F:34])[F:33])(=[O:31])=[O:30]. (9) Given the product [CH3:1][O:2][CH:3]([C:7]1[CH:12]=[CH:11][CH:10]=[CH:9][CH:8]=1)[CH2:4][CH2:5][N:27]1[CH2:28][CH2:29][CH:24]([C:20]2[CH:19]=[C:18]([NH:17][C:15](=[O:16])[CH:14]([CH3:13])[CH3:30])[CH:23]=[CH:22][CH:21]=2)[CH2:25][CH2:26]1, predict the reactants needed to synthesize it. The reactants are: [CH3:1][O:2][CH:3]([C:7]1[CH:12]=[CH:11][CH:10]=[CH:9][CH:8]=1)[CH2:4][CH2:5]Cl.[CH3:13][CH:14]([CH3:30])[C:15]([NH:17][C:18]1[CH:23]=[CH:22][CH:21]=[C:20]([CH:24]2[CH2:29][CH2:28][NH:27][CH2:26][CH2:25]2)[CH:19]=1)=[O:16].C(N(C(C)C)CC)(C)C.N.